Dataset: Full USPTO retrosynthesis dataset with 1.9M reactions from patents (1976-2016). Task: Predict the reactants needed to synthesize the given product. (1) Given the product [C:18]([O:22][C:23]([N:7]1[C:8]2[C:4](=[CH:3][C:2]([Br:1])=[C:10]([F:11])[CH:9]=2)[CH:5]=[CH:6]1)=[O:24])([CH3:21])([CH3:20])[CH3:19], predict the reactants needed to synthesize it. The reactants are: [Br:1][C:2]1[CH:3]=[C:4]2[C:8](=[CH:9][C:10]=1[F:11])[NH:7][CH:6]=[CH:5]2.CC([O-])(C)C.[K+].[C:18]([O:22][C:23](=O)[O:24]C(C)(C)C)([CH3:21])([CH3:20])[CH3:19].Cl. (2) Given the product [CH3:31][C:28]1([CH3:30])[O:32][C@@H:24]2[C@@H:25]([OH:26])[C@@H:7]([OH:33])[CH2:6][O:5][C@H:4]2[CH2:3][O:22]1, predict the reactants needed to synthesize it. The reactants are: C[N+]1([O-])[CH2:7][CH2:6][O:5][CH2:4][CH2:3]1.S(S([O-])=O)([O-])=O.[Na+].[Na+].[O-][Si]([O-])=O.[Mg+2].[OH2:22].C1C[O:26][CH2:25][CH2:24]1.[C:28]([OH:32])([CH3:31])([CH3:30])C.[OH2:33].